From a dataset of Forward reaction prediction with 1.9M reactions from USPTO patents (1976-2016). Predict the product of the given reaction. (1) Given the reactants [H-].[Na+].[C:3]([O:12][CH2:13][CH:14]=[CH2:15])(=[O:11])[CH2:4][C:5]([O:7][CH2:8][CH:9]=[CH2:10])=[O:6].[H][H].Cl[CH2:19][C:20]1[CH:27]=[CH:26][C:23]([C:24]#[N:25])=[CH:22][CH:21]=1.Cl, predict the reaction product. The product is: [C:24]([C:23]1[CH:26]=[CH:27][C:20]([CH2:19][CH:4]([C:5]([O:7][CH2:8][CH:9]=[CH2:10])=[O:6])[C:3]([O:12][CH2:13][CH:14]=[CH2:15])=[O:11])=[CH:21][CH:22]=1)#[N:25]. (2) Given the reactants Cl.[NH:2]1[CH2:7][CH2:6][CH:5]([NH:8][C:9]2[O:10][C:11]3[CH:17]=[CH:16][C:15]([OH:18])=[CH:14][C:12]=3[N:13]=2)[CH2:4][CH2:3]1.[Cl:19][C:20]1[C:27]([O:28][CH2:29][CH3:30])=[CH:26][C:23]([CH:24]=O)=[CH:22][C:21]=1[O:31][CH2:32][CH3:33].C([BH3-])#N.[Na+].C(N(C(C)C)C(C)C)C, predict the reaction product. The product is: [Cl:19][C:20]1[C:27]([O:28][CH2:29][CH3:30])=[CH:26][C:23]([CH2:24][N:2]2[CH2:3][CH2:4][CH:5]([NH:8][C:9]3[O:10][C:11]4[CH:17]=[CH:16][C:15]([OH:18])=[CH:14][C:12]=4[N:13]=3)[CH2:6][CH2:7]2)=[CH:22][C:21]=1[O:31][CH2:32][CH3:33]. (3) Given the reactants [C:1]1([C:8]2[CH:13]=[CH:12][CH:11]=[CH:10][CH:9]=2)[CH:6]=[CH:5][C:4]([NH2:7])=[CH:3][CH:2]=1.[CH2:14]([O:21][C:22]1[CH:30]=[CH:29][C:25]([C:26](O)=[O:27])=[CH:24][C:23]=1[NH:31][C:32]([C:34]1([N:37]2[CH2:42][CH2:41][O:40][CH2:39][CH2:38]2)[CH2:36][CH2:35]1)=[O:33])[C:15]1[CH:20]=[CH:19][CH:18]=[CH:17][CH:16]=1.F[P-](F)(F)(F)(F)F.N1(O[P+](N2CCCC2)(N2CCCC2)N2CCCC2)C2C=CC=CC=2N=N1.C(N(C(C)C)CC)(C)C, predict the reaction product. The product is: [CH2:14]([O:21][C:22]1[CH:30]=[CH:29][C:25]([C:26]([NH:7][C:4]2[CH:3]=[CH:2][C:1]([C:8]3[CH:13]=[CH:12][CH:11]=[CH:10][CH:9]=3)=[CH:6][CH:5]=2)=[O:27])=[CH:24][C:23]=1[NH:31][C:32]([C:34]1([N:37]2[CH2:42][CH2:41][O:40][CH2:39][CH2:38]2)[CH2:36][CH2:35]1)=[O:33])[C:15]1[CH:16]=[CH:17][CH:18]=[CH:19][CH:20]=1. (4) Given the reactants [CH2:1]([NH:3][C:4]([NH:6][C:7]1[S:8][C:9]2[C:15]([C:16]3[CH:21]=[CH:20][CH:19]=[CH:18][N:17]=3)=[CH:14][C:13]([C:22]3[CH:23]=[N:24][C:25](C(O)(C)C)=[N:26][CH:27]=3)=[CH:12][C:10]=2[N:11]=1)=[O:5])[CH3:2].BrC1C=NC([CH2:39][P:40]([O:45][CH2:46][CH3:47])([O:42][CH2:43][CH3:44])=[O:41])=NC=1.C([O-])([O-])=O.[Cs+].[Cs+], predict the reaction product. The product is: [CH2:43]([O:42][P:40]([CH2:39][C:25]1[N:24]=[CH:23][C:22]([C:13]2[CH:14]=[C:15]([C:16]3[CH:21]=[CH:20][CH:19]=[CH:18][N:17]=3)[C:9]3[S:8][C:7]([NH:6][C:4]([NH:3][CH2:1][CH3:2])=[O:5])=[N:11][C:10]=3[CH:12]=2)=[CH:27][N:26]=1)([O:45][CH2:46][CH3:47])=[O:41])[CH3:44]. (5) Given the reactants [Li]CCCC.[Cl:6][C:7]1[CH:12]=[C:11]([C:13]([F:16])([F:15])[F:14])[CH:10]=[C:9]([Cl:17])[CH:8]=1.CN([CH:21]=[O:22])C, predict the reaction product. The product is: [Cl:6][C:7]1[CH:12]=[C:11]([C:13]([F:14])([F:15])[F:16])[CH:10]=[C:9]([Cl:17])[C:8]=1[CH:21]=[O:22]. (6) Given the reactants [Cl:1][C:2]1[CH:7]=[C:6]([C:8]([F:11])([F:10])[F:9])[CH:5]=[CH:4][C:3]=1[NH:12][S:13]([C:16]1[CH:25]=[CH:24][C:19]([C:20]([O:22][CH3:23])=[O:21])=[CH:18][CH:17]=1)(=[O:15])=[O:14].Br[CH2:27][C:28]1[CH:33]=[CH:32][CH:31]=[CH:30][CH:29]=1, predict the reaction product. The product is: [CH2:27]([N:12]([C:3]1[CH:4]=[CH:5][C:6]([C:8]([F:9])([F:10])[F:11])=[CH:7][C:2]=1[Cl:1])[S:13]([C:16]1[CH:25]=[CH:24][C:19]([C:20]([O:22][CH3:23])=[O:21])=[CH:18][CH:17]=1)(=[O:15])=[O:14])[C:28]1[CH:33]=[CH:32][CH:31]=[CH:30][CH:29]=1. (7) Given the reactants [OH:1][CH2:2][CH2:3][CH2:4][NH2:5].[C:6]([C:8]1[C:16]2[C:11](=[CH:12][CH:13]=[C:14]([CH2:17][CH2:18][NH:19][C:20](=[O:34])[C:21]3[CH:26]=[CH:25][C:24]([C:27]4[CH:32]=[CH:31][N:30]=[C:29](Cl)[N:28]=4)=[CH:23][CH:22]=3)[CH:15]=2)[NH:10][CH:9]=1)#[N:7], predict the reaction product. The product is: [C:6]([C:8]1[C:16]2[C:11](=[CH:12][CH:13]=[C:14]([CH2:17][CH2:18][NH:19][C:20](=[O:34])[C:21]3[CH:26]=[CH:25][C:24]([C:27]4[CH:32]=[CH:31][N:30]=[C:29]([NH:5][CH2:4][CH2:3][CH2:2][OH:1])[N:28]=4)=[CH:23][CH:22]=3)[CH:15]=2)[NH:10][CH:9]=1)#[N:7].